Dataset: Reaction yield outcomes from USPTO patents with 853,638 reactions. Task: Predict the reaction yield, written as a fraction of the theoretical maximum amount of product (1.0 means a 100% yield; for example, 0.34 means a 34% yield). (1) The reactants are [F:1][C:2]1([F:30])[CH2:7][CH2:6][N:5]([C:8]([C:10]2[NH:11][C:12]3[C:17]([CH:18]=2)=[CH:16][C:15]([C:19]([N:21]2[CH2:26][CH2:25][N:24]([CH:27]([CH3:29])[CH3:28])[CH2:23][CH2:22]2)=[O:20])=[CH:14][CH:13]=3)=[O:9])[CH2:4][CH2:3]1.[F:31][C:32]([F:43])([F:42])[C:33]1[CH:38]=[CH:37][C:36](B(O)O)=[CH:35][CH:34]=1.N1C=CC=CC=1. The catalyst is ClCCl.C([O-])(=O)C.[Cu+2].C([O-])(=O)C. The product is [F:30][C:2]1([F:1])[CH2:7][CH2:6][N:5]([C:8]([C:10]2[N:11]([C:36]3[CH:37]=[CH:38][C:33]([C:32]([F:43])([F:42])[F:31])=[CH:34][CH:35]=3)[C:12]3[C:17]([CH:18]=2)=[CH:16][C:15]([C:19]([N:21]2[CH2:22][CH2:23][N:24]([CH:27]([CH3:28])[CH3:29])[CH2:25][CH2:26]2)=[O:20])=[CH:14][CH:13]=3)=[O:9])[CH2:4][CH2:3]1. The yield is 0.470. (2) The reactants are Br[C:2]1[S:3][CH:4]=[CH:5][N:6]=1.[CH3:7][O:8][C:9]1[CH:14]=[CH:13][C:12](B(O)O)=[CH:11][CH:10]=1.C([O-])([O-])=O.[K+].[K+]. The catalyst is O1CCOCC1.C1C=CC([P]([Pd]([P](C2C=CC=CC=2)(C2C=CC=CC=2)C2C=CC=CC=2)([P](C2C=CC=CC=2)(C2C=CC=CC=2)C2C=CC=CC=2)[P](C2C=CC=CC=2)(C2C=CC=CC=2)C2C=CC=CC=2)(C2C=CC=CC=2)C2C=CC=CC=2)=CC=1. The product is [CH3:7][O:8][C:9]1[CH:14]=[CH:13][C:12]([C:2]2[S:3][CH:4]=[CH:5][N:6]=2)=[CH:11][CH:10]=1. The yield is 0.500.